This data is from Catalyst prediction with 721,799 reactions and 888 catalyst types from USPTO. The task is: Predict which catalyst facilitates the given reaction. (1) The catalyst class is: 31. Product: [C@H:47]1([NH:43][C:24]([C@@H:13]2[CH2:12][N:11]([C:9]([O:8][CH2:1][C:2]3[CH:3]=[CH:4][CH:5]=[CH:6][CH:7]=3)=[O:10])[CH2:16][CH2:15][N:14]2[C:17]([O:19][C:20]([CH3:21])([CH3:23])[CH3:22])=[O:18])=[O:26])[C:46]2[C:51](=[CH:70][CH:65]=[CH:66][CH:67]=2)[CH2:50][CH2:49][CH2:48]1. Reactant: [CH2:1]([O:8][C:9]([N:11]1[CH2:16][CH2:15][N:14]([C:17]([O:19][C:20]([CH3:23])([CH3:22])[CH3:21])=[O:18])[C@H:13]([C:24]([OH:26])=O)[CH2:12]1)=[O:10])[C:2]1[CH:7]=[CH:6][CH:5]=[CH:4][CH:3]=1.C(N(C(C)C)CC)(C)C.F[P-](F)(F)(F)(F)F.[N:43]1(OC(N(C)C)=[N+](C)C)[C:47]2[CH:48]=[CH:49][CH:50]=[CH:51][C:46]=2N=N1.O.ON1[C:66]2[CH:67]=CC=[CH:70][C:65]=2N=N1. (2) Reactant: [CH:1]([C:3]1[CH:30]=[CH:29][C:6]([C:7]([NH:9][C:10]2[CH:15]=[C:14]([C:16]3[S:17][CH:18]=[CH:19][CH:20]=3)[CH:13]=[CH:12][C:11]=2[NH:21][C:22](=[O:28])[O:23][C:24]([CH3:27])([CH3:26])[CH3:25])=[O:8])=[CH:5][CH:4]=1)=[O:2].[CH3:31][Mg]Br. Product: [C:24]([O:23][C:22](=[O:28])[NH:21][C:11]1[CH:12]=[CH:13][C:14]([C:16]2[S:17][CH:18]=[CH:19][CH:20]=2)=[CH:15][C:10]=1[NH:9][C:7](=[O:8])[C:6]1[CH:5]=[CH:4][C:3]([CH:1]([OH:2])[CH3:31])=[CH:30][CH:29]=1)([CH3:26])([CH3:27])[CH3:25]. The catalyst class is: 1. (3) Reactant: [NH2:1][C:2]1[C:3]([C:12]([N:14]([CH2:22][C:23]2[CH:28]=[CH:27][CH:26]=[CH:25][CH:24]=2)[CH2:15][CH2:16][C:17]([O:19][CH2:20][CH3:21])=[O:18])=[O:13])=[CH:4][C:5]2[C:10]([CH:11]=1)=[CH:9][CH:8]=[CH:7][CH:6]=2.C(N(CC)CC)C.[Cl:36][C:37]1[CH:42]=[CH:41][CH:40]=[C:39]([Cl:43])[C:38]=1[N:44]=[C:45]=[O:46]. Product: [Cl:36][C:37]1[CH:42]=[CH:41][CH:40]=[C:39]([Cl:43])[C:38]=1[NH:44][C:45]([NH:1][C:2]1[C:3]([C:12]([N:14]([CH2:22][C:23]2[CH:28]=[CH:27][CH:26]=[CH:25][CH:24]=2)[CH2:15][CH2:16][C:17]([O:19][CH2:20][CH3:21])=[O:18])=[O:13])=[CH:4][C:5]2[C:10]([CH:11]=1)=[CH:9][CH:8]=[CH:7][CH:6]=2)=[O:46]. The catalyst class is: 39. (4) Reactant: [F:1][C:2]([F:31])([F:30])[C:3]([C:12]1[CH:26]=[CH:25][C:15]([O:16][C:17]2[CH:22]=[CH:21][N:20]=[C:19]([CH2:23][OH:24])[CH:18]=2)=[C:14]([CH2:27][CH2:28][CH3:29])[CH:13]=1)([O:8][CH2:9][O:10][CH3:11])[C:4]([F:7])([F:6])[F:5].I(C1C(C(OO)=O)=CC=CC=1)(=O)=O.S([O-])([O-])(=O)=S.[Na+].[Na+]. Product: [F:31][C:2]([F:1])([F:30])[C:3]([C:12]1[CH:26]=[CH:25][C:15]([O:16][C:17]2[CH:22]=[CH:21][N:20]=[C:19]([CH:23]=[O:24])[CH:18]=2)=[C:14]([CH2:27][CH2:28][CH3:29])[CH:13]=1)([O:8][CH2:9][O:10][CH3:11])[C:4]([F:7])([F:6])[F:5]. The catalyst class is: 16. (5) Reactant: [CH3:1][N:2]1[C:6]2[CH:7]=[CH:8][CH:9]=[CH:10][C:5]=2[NH:4][C:3]1=[O:11].Br[CH2:13][CH2:14][CH2:15][Cl:16].C(=O)([O-])[O-].[K+].[K+]. Product: [Cl:16][CH2:15][CH2:14][CH2:13][N:4]1[C:5]2[CH:10]=[CH:9][CH:8]=[CH:7][C:6]=2[N:2]([CH3:1])[C:3]1=[O:11]. The catalyst class is: 42. (6) Reactant: CS([C:5]1[N:10]=[C:9]([C:11]2[N:15]3[CH2:16][CH2:17][CH2:18][N:14]3[C:13](=[O:19])[C:12]=2[O:20][C:21]2[CH:26]=[CH:25][CH:24]=[CH:23][C:22]=2[CH3:27])[CH:8]=[CH:7][N:6]=1)(=O)=O.[CH3:28][O:29][CH2:30][C@@H:31]([NH2:33])[CH3:32]. Product: [CH3:28][O:29][CH2:30][C@@H:31]([NH:33][C:5]1[N:10]=[C:9]([C:11]2[N:15]3[CH2:16][CH2:17][CH2:18][N:14]3[C:13](=[O:19])[C:12]=2[O:20][C:21]2[CH:26]=[CH:25][CH:24]=[CH:23][C:22]=2[CH3:27])[CH:8]=[CH:7][N:6]=1)[CH3:32]. The catalyst class is: 11.